Task: Binary Classification. Given two protein amino acid sequences, predict whether they physically interact or not.. Dataset: Human Reference Interactome with 51,813 positive PPI pairs across 8,248 proteins, plus equal number of experimentally-validated negative pairs (1) Protein 1 (ENSG00000002919) has sequence MGFWCRMSENQEQEEVITVRVQDPRVQNEGSWNSYVDYKIFLHTNSKAFTAKTSCVRRRYREFVWLRKQLQRNAGLVPVPELPGKSTFFGTSDEFIEKRRQGLQHFLEKVLQSVVLLSDSQLHLFLQSQLSVPEIEACVQGRSTMTVSDAILRYAMSNCGWAQEERQSSSHLAKGDQPKSCCFLPRSGRRSSPSPPPSEEKDHLEVWAPVVDSEVPSLESPTLPPLSSPLCCDFGRPKEGTSTLQSVRRAVGGDHAVPLDPGQLETVLEK*MTVSDAILRYAMSNCGWAQEERQSSSHLA.... Result: 0 (the proteins do not interact). Protein 2 (ENSG00000137936) has sequence MAAGKFASLPRNMPVNHQFPLASSMDLLSSRSPLAEHRPDAYQDVSIHGTLPRKKKGPPPIRSCDDFSHMGTLPHSKSPRQNSPVTQDGIQESPWQDRHGETFTFRDPHLLDPTVEYVKFSKERHIMDRTPEKLKKELEEELLLSSEDLRSHAWYHGRIPRQVSENLVQRDGDFLVRDSLSSPGNFVLTCQWKNLAQHFKINRTVLRLSEAYSRVQYQFEMESFDSIPGLVRCYVGNRRPISQQSGAIIFQPINRTVPLRCLEEHYGTSPGQAREGSLTKGRPDVAKRLSLTMGGVQARE.... (2) Protein 1 (ENSG00000144057) has sequence MKPHLKQWRQRMLFGIFAWGLLFLLIFIYFTDSNPAEPVPSSLSFLETRRLLPVQGKQRAIMGAAHEPSPPGGLDARQALPRAHPAGSFHAGPGDLQKWAQSQDGFEHKEFFSSQVGRKSQSAFYPEDDDYFFAAGQPGWHSHTQGTLGFPSPGEPGPREGAFPAAQVQRRRVKKRHRRQRRSHVLEEGDDGDRLYSSMSRAFLYRLWKGNVSSKMLNPRLQKAMKDYLTANKHGVRFRGKREAGLSRAQLLCQLRSRARVRTLDGTEAPFSALGWRRLVPAVPLSQLHPRGLRSCAVVM.... Protein 2 (ENSG00000204361) has sequence MVEKILIHRILTLFPNAIARKLLLMLTFILIFWIIYLASKDHTKFSFNLENHIILNQGNIFKKYSHSETPLCPAVSPKETELRIKDIMEKLDQQIPPRPFTHVNTTTSATHSTATILNPQDTYCRGDQLDILLEVRDHLGHRKQYGGDFLRARMYSTALMAGASGKVTDFNNGTYLVSFTLFWEGQVSLSLLLIHPSEGVSALWRARNQGCDRIIFTGLFANRSSNVFTECGLTLNTNAELCQYMDDRDQEAFYCVRPQHMPCEALTHMTTRTRNISYLSKEEWRLFHRSNIGVEMMKNF.... Result: 0 (the proteins do not interact). (3) Protein 1 (ENSG00000183607) has sequence MKILVAFLVVLTIFGIQSHGYEVFNIISPSNNGGNVQETVTIDNEKNTAIINIHAGSCSSTTIFDYKHGYIASRVLSRRACFILKMDHQNIPPLNNLQWYIYEKQALDNMFSSKYTWVKYNPLESLIKDVDWFLLGSPIEKLCKHIPLYKGEVVENTHNVGAGGCAKAGLLGILGISICADIHV*MKILVAFLVVLTIFGIQSHGYEVFNIISPSNNGGNVQETVTIDNEKNTAIINIHAGSCSSTTIFDYKHGYIASRVLSRRACFILKMDHQNIPPLNNLQWYIYEKQALDNMFSSKY.... Protein 2 (ENSG00000099797) has sequence MKHYEVEILDAKTREKLCFLDKVEPHATIAEIKNLFTKTHPQWYPARQSLRLDPKGKSLKDEDVLQKLPVGTTATLYFRDLGAQISWVTVFLTEYAGPLFIYLLFYFRVPFIYGHKYDFTSSRHTVVHLACICHSFHYIKRLLETLFVHRFSHGTMPLRNIFKNCTYYWGFAAWMAYYINHPLYTPPTYGAQQVKLALAIFVICQLGNFSIHMALRDLRPAGSKTRKIPYPTKNPFTWLFLLVSCPNYTYEVGSWIGFAIMTQCLPVALFSLVGFTQMTIWAKGKHRSYLKEFRDYPPLR.... Result: 0 (the proteins do not interact). (4) Protein 1 (ENSG00000187325) has sequence MESGKMAPPKNAPRDALVMAQILKDMGITEYEPRVINQMLEFAFRYVTTILDDAKIYSSHAKKPNVDADDVRLAIQCRADQSFTSPPPRDFLLDIARQKNQTPLPLIKPYAGPRLPPDRYCLTAPNYRLKSLIKKGPNQGRLVPRLSVGAVSSKPTTPTIATPQTVSVPNKVATPMSVTSQRFTVQIPPSQSTPVKPVPATTAVQNVLINPSMIGPKNILITTNMVSSQNTANEANPLKRKHEDDDDNDIM*. Protein 2 (ENSG00000109756) has sequence MKPLAIPANHGVMGQQEKHSLPADFTKLHLTDSLHPQVTHVSSSHSGCSITSDSGSSSLSDIYQATESEAGDMDLSGLPETAVDSEDDDDEEDIERASDPLMSRDIVRDCLEKDPIDRTDDDIEQLLEFMHQLPAFANMTMSVRRELCAVMVFAVVERAGTIVLNDGEELDSWSVILNGSVEVTYPDGKAEILCMGNSFGVSPTMDKEYMKGVMRTKVDDCQFVCIAQQDYCRILNQVEKNMQKVEEEGEIVMVKEHRELDRTGTRKGHIVIKGTSERLTMHLVEEHSVVDPTFIEDFLL.... Result: 0 (the proteins do not interact). (5) Protein 1 (ENSG00000083896) has sequence MAADSREEKDGELNVLDDILTEVPEQDDELYNPESEQDKNEKKGSKRKSDRMESTDTKRQKPSVHSRQLVSKPLSSSVSNNKRIVSTKGKSATEYKNEEYQRSERNKRLDADRKIRLSSSASREPYKNQPEKTCVRKRDPERRAKSPTPDGSERIGLEVDRRASRSSQSSKEEVNSEEYGSDHETGSSGSSDEQGNNTENEEEGVEEDVEEDEEVEEDAEEDEEVDEDGEEEEEEEEEEEEEEEEEEEEYEQDERDQKEEGNDYDTRSEASDSGSESVSFTDGSVRSGSGTDGSDEKKKE.... Protein 2 (ENSG00000179163) has sequence MRAPGMRSRPAGPALLLLLLFLGAAESVRRAQPPRRYTPDWPSLDSRPLPAWFDEAKFGVFIHWGVFSVPAWGSEWFWWHWQGEGRPQYQRFMRDNYPPGFSYADFGPQFTARFFHPEEWADLFQAAGAKYVVLTTKHHEGFTNWPSPVSWNWNSKDVGPHRDLVGELGTALRKRNIRYGLYHSLLEWFHPLYLLDKKNGFKTQHFVSAKTMPELYDLVNSYKPDLIWSDGEWECPDTYWNSTNFLSWLYNDSPVKDEVVVNDRWGQNCSCHHGGYYNCEDKFKPQSLPDHKWEMCTSID.... Result: 0 (the proteins do not interact). (6) Protein 1 (ENSG00000132275) has sequence MFEEPEWAEAAPVAAGLGPVISRPPPAASSQNKGSKRRQLLATLRALEAASLSQHPPSLCISDSEEEEEERKKKCPKKASFASASAEVGKKGKKKCQKQGPPCSDSEEEVERKKKCHKQALVGSDSAEDEKRKRKCQKHAPINSAQHLDNVDQTGPKAWKGSTTNDPPKQSPGSTSPKPPHTLSRKQWRNRQKNKRRCKNKFQPPQVPDQAPAEAPTEKTEVSPVPRTDSHEARAGALRARMAQRLDGARFRYLNEQLYSGPSSAAQRLFQEDPEAFLLYHRGFQSQVKKWPLQPVDRIA.... Protein 2 (ENSG00000070761) has sequence MFKNTFQSGFLSILYSIGSKPLQIWDKKVRNGHIKRITDNDIQSLVLEIEGTNVSTTYITCPADPKKTLGIKLPFLVMIIKNLKKYFTFEVQVLDDKNVRRRFRASNYQSTTRVKPFICTMPMRLDDGWNQIQFNLLDFTRRAYGTNYIETLRVQIHANCRIRRVYFSDRLYSEDELPAEFKLYLPVQNKAKQ*MFKNTFQSGFLSILYSIGSKPLQIWDKKVRNGHIKRITDNDIQSLVLEIEGTNVSTTYITCPADPKKTLGIKLPFLVMIIKNLKKYFTFEVQMTRMCVVAFGQVTT.... Result: 0 (the proteins do not interact). (7) Protein 1 (ENSG00000105443) has sequence MDPVVRITRSPATSPVMESENQGLSPLPKPPDLTPEERMELENIRRRKQELLVEIQRLREELSEAMSEVEGLEANEGSKTLQRNRKMAMGRKKFNMDPKKGIQFLVENELLQNTPEEIARFLYKGEGLNKTAIGDYLGEREELNLAVLHAFVDLHEFTDLNLVQALRQFLWSFRLPGEAQKIDRMMEAFAQRYCLCNPGVFQSTDTCYVLSFAVIMLNTSLHNPNVRDKPGLERFVAMNRGINEGGDLPEELLRMEDGVYEPPDLTPEERMELENIRRRKQELLVEIQRLREELSEAMSE.... Protein 2 (ENSG00000142675) has sequence MEPVETWTPGKVATWLRGLDDSLQDYPFEDWQLPGKNLLQLCPQSLEALAVRSLGHQELILGGVEQLQALSSRLQTENLQSLTEGLLGATHDFQSIVQGCLGDCAKTPIDVLCAAVELLHEADALLFWLSRYLFSHLNDFSACQEIRDLLEELSQVLHEDGPAAEKEGTVLRICSHVAGICHNILVCCPKELLEQKAVLEQVQLDSPLGLEIHTTSNCQHFVSQVDTQVPTDSRLQIQPGDEVVQINEQVVVGWPRKNMVRELLREPAGLSLVLKKIPIPETPPQTPPQVLDSPHQRSPS.... Result: 1 (the proteins interact). (8) Protein 1 (ENSG00000100280) has sequence MTDSKYFTTTKKGEIFELKAELNSDKKEKKKEAVKKVIASMTVGKDVSALFPDVVNCMQTDNLELKKLVYLYLMNYAKSQPDMAIMAVNTFVKDCEDPNPLIRALAVRTMGCIRVDKITEYLCEPLRKCLKDEDPYVRKTAAVCVAKLHDINAQLVEDQGFLDTLKDLISDSNPMVVANAVAALSEIAESHPSSNLLDLNPQSINKLLTALNECTEWGQIFILDCLANYMPKDDREAQSICERVTPRLSHANSAVVLSAVKVLMKFMEMLSKDLDYYGTLLKKLAPPLVTLLSAEPELQY.... Protein 2 (ENSG00000137177) has sequence MSDTKVKVAVRVRPMNRRELELNTKCVVEMEGNQTVLHPPPSNTKQGERKPPKVFAFDYCFWSMDESNTTKYAGQEVVFKCLGEGILEKAFQGYNACIFAYGQTGSGKSFSMMGHAEQLGLIPRLCCALFKRISLEQNESQTFKVEVSYMEIYNEKVRDLLDPKGSRQSLKVREHKVLGPYVDGLSQLAVTSFEDIESLMSEGNKSRTVAATNMNEESSRSHAVFNIIITQTLYDLQSGNSGEKVSKVSLVDLAGSERVSKTGAAGERLKEGSNINKSLTTLGLVISSLADQAAGKGKSK.... Result: 1 (the proteins interact). (9) Protein 1 (ENSG00000157538) has sequence MGTALDIKIKRANKVYHAGEVLSGVVVISSKDSVQHQGVSLTMEGTVNLQLSAKSVGVFEAFYNSVKPIQIINSTIEMVKPGKFPSGKTEIPFEFPLHLKGNKVLYETYHGVFVNIQYTLRCDMKRSLLAKDLTKTCEFIVHSAPQKGKFTPSPVDFTITPETLQNVKERALLPKFLLRGHLNSTNCVITQPLTGELVVESSEAAIRSVELQLVRVETCGCAEGYARDATEIQNIQIADGDVCRGLSVPIYMVFPRLFTCPTLETTNFKVEFEVNIVVLLHPDHLITENFPLKLCRI*MG.... Protein 2 (ENSG00000196782) has sequence MSPAEQLKQMAAQQQQRAKLMQQKQQQQQQQQQQQQQQHSNQTSNWSPLGPPSSPYGAAFTAEKPNSPMMYPQAFNNQNPIVPPMANNLQKTTMNNYLPQNHMNMINQQPNNLGTNSLNKQHNILTYGNTKPLTHFNADLSQRMTPPVANPNKNPLMPYIQQQQQQQQQQQQQQQQQQPPPPQLQAPRAHLSEDQKRLLLMKQKGVMNQPMAYAALPSHGQVSVKVTHSSSSSCGAFDCRCVMFYKSTVVGSNCLQKTSLHPQVVARFGVFFFHFS*XRAKKSGAGTGKQQHPSKPQQDA.... Result: 1 (the proteins interact). (10) Protein 1 (ENSG00000036054) has sequence MAEGEDVPPLPTSSGDGWEKDLEEALEAGGCDLETLRNIIQGRPLPADLRAKVWKIALNVAGKGDSLASWDGILDLPEQNTIHKDCLQFIDQLSVPEEKAAELLLDIESVITFYCKSRNIKYSTSLSWIHLLKPLVHLQLPRSDLYNCFYAIMNKYIPRDCSQKGRPFHLFRLLIQYHEPELCSYLDTKKITPDSYALNWLGSLFACYCSTEVTQAIWDGYLQQADPFFIYFLMLIILVNAKEVILTQESDSKEEVIKFLENTPSSLNIEDIEDLFSLAQYYCSKTPASFRKDNHHLFGS.... Protein 2 (ENSG00000197070) has sequence MGRVQLFEISLSHGRVVYSPGEPLAGTVRVRLGAPLPFRAIRVTCIGSCGVSNKANDTAWVVEEGYFNSSLSLADKGSLPAGEHSFPFQFLLPATAPTSFEGPFGKIVHQVRAAIHTPRFSKDHKCSLVFYILSPLNLNSIPDIEQPNVASATKKFSYKLVKTGSVVLTASTDLRGYVVGQALQLHADVENQSGKDTSPVVASLLQKVSYKAKRWIHDVRTIAEVEGAGVKAWRRAQWHEQILVPALPQSALPGCSLIHIDYYLQVSLKAPEATVTLPVFIGNIAVNHAPVSPRPGLGLP.... Result: 0 (the proteins do not interact).